Dataset: Forward reaction prediction with 1.9M reactions from USPTO patents (1976-2016). Task: Predict the product of the given reaction. The product is: [Br:14][C:15]1[CH:20]=[C:19]([N:6]2[CH2:7][CH2:8][C:4]([CH:1]3[CH2:3][CH2:2]3)([C:10]#[N:11])[C:5]2=[O:9])[CH:18]=[CH:17][N:16]=1. Given the reactants [CH:1]([C:4]1([C:10]#[N:11])[CH2:8][CH2:7][NH:6][C:5]1=[O:9])([CH3:3])[CH3:2].[H-].[Na+].[Br:14][C:15]1[CH:20]=[C:19](F)[CH:18]=[CH:17][N:16]=1.O, predict the reaction product.